From a dataset of Forward reaction prediction with 1.9M reactions from USPTO patents (1976-2016). Predict the product of the given reaction. Given the reactants C[O:2][C:3]1[CH:8]=[CH:7][C:6]([C:9]2[CH2:10][CH2:11][C:12](=[O:15])[NH:13][N:14]=2)=[CH:5][CH:4]=1.[Cl-].[Al+3].[Cl-].[Cl-].O, predict the reaction product. The product is: [OH:2][C:3]1[CH:8]=[CH:7][C:6]([C:9]2[CH2:10][CH2:11][C:12](=[O:15])[NH:13][N:14]=2)=[CH:5][CH:4]=1.